Dataset: Reaction yield outcomes from USPTO patents with 853,638 reactions. Task: Predict the reaction yield, written as a fraction of the theoretical maximum amount of product (1.0 means a 100% yield; for example, 0.34 means a 34% yield). (1) The reactants are Br[C:2]1[CH:7]=[CH:6][C:5]([CH:8]([CH3:15])[CH2:9][NH:10][S:11]([CH3:14])(=[O:13])=[O:12])=[CH:4][CH:3]=1.[S:16]1[CH:20]=[CH:19][C:18](B(O)O)=[CH:17]1.C(=O)([O-])[O-].[K+].[K+]. The catalyst is C1(C)C=CC=CC=1.C(OCC)(=O)C.C1C=CC([P]([Pd]([P](C2C=CC=CC=2)(C2C=CC=CC=2)C2C=CC=CC=2)([P](C2C=CC=CC=2)(C2C=CC=CC=2)C2C=CC=CC=2)[P](C2C=CC=CC=2)(C2C=CC=CC=2)C2C=CC=CC=2)(C2C=CC=CC=2)C2C=CC=CC=2)=CC=1. The product is [S:16]1[CH:20]=[CH:19][C:18]([C:2]2[CH:7]=[CH:6][C:5]([CH:8]([CH3:15])[CH2:9][NH:10][S:11]([CH3:14])(=[O:13])=[O:12])=[CH:4][CH:3]=2)=[CH:17]1. The yield is 0.270. (2) The reactants are [O:1]([C:5]1[CH:10]=[CH:9][C:8]([N+:11]([O-])=O)=[CH:7][N:6]=1)[CH:2]([CH3:4])[CH3:3]. The catalyst is C(O)(=O)C.CCOC(C)=O.[Fe]. The product is [O:1]([C:5]1[CH:10]=[CH:9][C:8]([NH2:11])=[CH:7][N:6]=1)[CH:2]([CH3:4])[CH3:3]. The yield is 0.990. (3) The reactants are [Cl-].[Al+3].[Cl-].[Cl-].[Br:5][C:6]1[C:10]([Br:11])=[CH:9][S:8][CH:7]=1.[C:12](Cl)(=[O:26])[CH2:13][CH2:14][CH2:15][CH2:16][CH2:17][CH2:18][CH2:19][CH2:20][CH2:21][CH2:22][CH2:23][CH2:24][CH3:25]. The catalyst is ClCCl. The product is [Br:5][C:6]1[C:10]([Br:11])=[CH:9][S:8][C:7]=1[C:12](=[O:26])[CH2:13][CH2:14][CH2:15][CH2:16][CH2:17][CH2:18][CH2:19][CH2:20][CH2:21][CH2:22][CH2:23][CH2:24][CH3:25]. The yield is 0.730. (4) The reactants are [Cl:1][C:2]1[CH:3]=[C:4]([C@H:9]2[C:18]3[C:13](=[CH:14][C:15](I)=[CH:16][CH:17]=3)[C@@H:12]([N:20]([C:22]([O:24][C:25]([CH3:28])([CH3:27])[CH3:26])=[O:23])[CH3:21])[CH2:11][CH2:10]2)[CH:5]=[CH:6][C:7]=1[Cl:8].[CH2:29]([OH:34])[CH2:30][CH2:31][C:32]#[CH:33].C(NCC)C. The catalyst is Cl[Pd](Cl)([P](C1C=CC=CC=1)(C1C=CC=CC=1)C1C=CC=CC=1)[P](C1C=CC=CC=1)(C1C=CC=CC=1)C1C=CC=CC=1.[Cu]I.CN(C=O)C. The product is [Cl:1][C:2]1[CH:3]=[C:4]([C@H:9]2[C:18]3[C:13](=[CH:14][C:15]([C:33]#[C:32][CH2:31][CH2:30][CH2:29][OH:34])=[CH:16][CH:17]=3)[C@@H:12]([N:20]([C:22]([O:24][C:25]([CH3:28])([CH3:27])[CH3:26])=[O:23])[CH3:21])[CH2:11][CH2:10]2)[CH:5]=[CH:6][C:7]=1[Cl:8]. The yield is 0.360. (5) The reactants are C(OC(=O)[NH:7][CH2:8][CH2:9][CH2:10][N:11]1[C:20]2[CH:19]=[CH:18][C:17]([NH2:21])=[CH:16][C:15]=2[C:14]2=[N:22][N:23](C3CCCCO3)[C:24]([CH3:25])=[C:13]2[C:12]1=[O:32])(C)(C)C.C(N(CC)CC)C.[C:41](Cl)(=[O:43])[CH3:42]. The catalyst is C(Cl)Cl. The product is [NH2:7][CH2:8][CH2:9][CH2:10][N:11]1[C:20]2[CH:19]=[CH:18][C:17]([NH:21][C:41](=[O:43])[CH3:42])=[CH:16][C:15]=2[C:14]2=[N:22][NH:23][C:24]([CH3:25])=[C:13]2[C:12]1=[O:32]. The yield is 0.210. (6) The reactants are Br[CH2:2][C:3]1[C:7]([C:8]#[N:9])=[C:6]([N:10]2[CH2:15][CH2:14][O:13][CH2:12][CH2:11]2)[S:5][C:4]=1[C:16]([O:18][CH3:19])=[O:17].[CH:20]1[C:29]2[C:24](=[CH:25][CH:26]=[C:27](B(O)O)[CH:28]=2)[CH:23]=[CH:22][N:21]=1.C(=O)([O-])[O-].[Cs+].[Cs+].O1CCOCC1.O. The catalyst is C1C=CC([P]([Pd]([P](C2C=CC=CC=2)(C2C=CC=CC=2)C2C=CC=CC=2)([P](C2C=CC=CC=2)(C2C=CC=CC=2)C2C=CC=CC=2)[P](C2C=CC=CC=2)(C2C=CC=CC=2)C2C=CC=CC=2)(C2C=CC=CC=2)C2C=CC=CC=2)=CC=1. The product is [C:8]([C:7]1[C:3]([CH2:2][C:27]2[CH:28]=[C:29]3[C:24]([CH:23]=[CH:22][N:21]=[CH:20]3)=[CH:25][CH:26]=2)=[C:4]([C:16]([O:18][CH3:19])=[O:17])[S:5][C:6]=1[N:10]1[CH2:15][CH2:14][O:13][CH2:12][CH2:11]1)#[N:9]. The yield is 0.664. (7) The reactants are [OH-].[K+].[OH:3][C:4]1[CH:9]=[C:8]([O:10][CH3:11])[CH:7]=[C:6]([O:12][CH3:13])[C:5]=1[C:14](=[O:16])[CH3:15].Cl.[CH2:18](O)[CH3:19]. The catalyst is O. The product is [OH:3][C:4]1[CH:9]=[C:8]([O:10][CH3:11])[CH:7]=[C:6]([O:12][CH3:13])[C:5]=1[C:14](=[O:16])/[CH:15]=[CH:14]/[C:5]1[CH:6]=[CH:7][C:18]([CH3:19])=[CH:9][CH:4]=1. The yield is 0.920.